From a dataset of Reaction yield outcomes from USPTO patents with 853,638 reactions. Predict the reaction yield, written as a fraction of the theoretical maximum amount of product (1.0 means a 100% yield; for example, 0.34 means a 34% yield). (1) The reactants are C(OC([N:8]1[CH2:13][CH2:12][CH:11]([C:14]2[CH:19]=[CH:18][C:17]([NH:20][C:21]([C:23]3[N:24](COCC[Si](C)(C)C)[CH:25]=[C:26]([C:28]#[N:29])[N:27]=3)=[O:22])=[C:16]([C:38]3[CH2:43][CH2:42][C:41]([CH3:45])([CH3:44])[CH2:40][CH:39]=3)[N:15]=2)[CH2:10][CH2:9]1)=O)(C)(C)C.[C:46]([OH:52])([C:48]([F:51])([F:50])[F:49])=[O:47].CO. The catalyst is C(Cl)Cl.CO. The product is [F:49][C:48]([F:51])([F:50])[C:46]([OH:52])=[O:47].[CH3:44][C:41]1([CH3:45])[CH2:42][CH2:43][C:38]([C:16]2[N:15]=[C:14]([CH:11]3[CH2:12][CH2:13][NH:8][CH2:9][CH2:10]3)[CH:19]=[CH:18][C:17]=2[NH:20][C:21]([C:23]2[NH:24][CH:25]=[C:26]([C:28]#[N:29])[N:27]=2)=[O:22])=[CH:39][CH2:40]1. The yield is 0.970. (2) The reactants are P(N)(=O)([O-])[O-].[NH2:6][C:7]1[N:15]=[C:14]2[C:10]([N:11]=[CH:12][N:13]2[CH:16]2[C@:20]([CH3:22])([OH:21])[CH2:19][C@@H:18]([CH2:23][OH:24])[O:17]2)=[C:9]([O:25][CH3:26])[N:8]=1.C([Mg]Cl)(C)(C)C.Cl[C:34]1[CH:43]=[CH:42][C:41]2[C:36](=[CH:37][CH:38]=[CH:39][CH:40]=2)[C:35]=1[O:44][P:45](=[N:47][C@@H:48]([CH3:59])[C:49]([O:51][CH2:52][C:53]1[CH:58]=[CH:57][CH:56]=[CH:55][CH:54]=1)=[O:50])=[O:46]. The catalyst is C1COCC1. The yield is 0.580. The product is [NH2:6][C:7]1[N:15]=[C:14]2[C:10]([N:11]=[CH:12][N:13]2[CH:16]2[O:17][C@H:18]([CH2:23][O:24][C:34]3[CH:43]=[CH:42][C:41]4[C:36](=[CH:37][CH:38]=[CH:39][CH:40]=4)[C:35]=3[O:44][P:45](=[N:47][C@@H:48]([CH3:59])[C:49]([O:51][CH2:52][C:53]3[CH:54]=[CH:55][CH:56]=[CH:57][CH:58]=3)=[O:50])=[O:46])[CH2:19][C@:20]2([OH:21])[CH3:22])=[C:9]([O:25][CH3:26])[N:8]=1. (3) The reactants are [C:1]1([CH2:7][SH:8])[CH:6]=[CH:5][CH:4]=[CH:3][CH:2]=1.CC(C)([O-])C.[K+].[CH:15]1([C:21]([C:23]2[CH:28]=[CH:27][C:26]([O:29][CH2:30][C:31]3[CH:36]=[CH:35][CH:34]=[CH:33][CH:32]=3)=[CH:25][C:24]=2F)=[O:22])[CH2:20][CH2:19][CH2:18][CH2:17][CH2:16]1.[NH4+].[Cl-]. The catalyst is C1COCC1. The product is [CH:15]1([C:21]([C:23]2[CH:24]=[CH:25][C:26]([O:29][CH2:30][C:31]3[CH:36]=[CH:35][CH:34]=[CH:33][CH:32]=3)=[CH:27][C:28]=2[S:8][CH2:7][C:1]2[CH:6]=[CH:5][CH:4]=[CH:3][CH:2]=2)=[O:22])[CH2:20][CH2:19][CH2:18][CH2:17][CH2:16]1. The yield is 1.00. (4) No catalyst specified. The product is [C:2]1([C:23]2[CH:28]=[CH:27][CH:26]=[CH:25][CH:24]=2)[CH:7]=[CH:6][C:5]([C:8]([NH:11][C:12](=[O:22])[CH2:13][CH:14]2[CH:19]3[CH2:20][CH2:21][N:16]([CH2:17][CH2:18]3)[CH2:15]2)([CH3:10])[CH3:9])=[CH:4][CH:3]=1. The yield is 0.320. The reactants are Br[C:2]1[CH:7]=[CH:6][C:5]([C:8]([NH:11][C:12](=[O:22])[CH2:13][CH:14]2[CH:19]3[CH2:20][CH2:21][N:16]([CH2:17][CH2:18]3)[CH2:15]2)([CH3:10])[CH3:9])=[CH:4][CH:3]=1.[C:23]1(B(O)O)[CH:28]=[CH:27][CH:26]=[CH:25][CH:24]=1. (5) The reactants are [CH3:1][C:2]1[CH:7]=[CH:6][CH:5]=[C:4]([CH3:8])[C:3]=1[OH:9].[P:10](Cl)([Cl:13])([Cl:12])=[O:11]. The catalyst is [Cl-].[Ca+2].[Cl-]. The product is [CH3:1][C:2]1[CH:7]=[CH:6][CH:5]=[C:4]([CH3:8])[C:3]=1[O:9][P:10]([Cl:13])([Cl:12])=[O:11]. The yield is 0.567. (6) The reactants are [H-].[Na+].[F:3][C:4]([F:25])([F:24])[CH:5]1[CH2:10][CH2:9][CH2:8][N:7]([C:11]2[CH:12]=[CH:13][C:14]3[N:21]4[CH2:22][C@H:17]([CH2:18][CH2:19][CH2:20]4)[NH:16][C:15]=3[N:23]=2)[CH2:6]1.[N:26]1[CH:31]=[CH:30][CH:29]=[CH:28][C:27]=1[N:32]1C(=O)N2C=CC=CC2=N[C:33]1=[O:43]. The catalyst is O1CCCC1. The product is [N:26]1[CH:31]=[CH:30][CH:29]=[CH:28][C:27]=1[NH:32][C:33]([N:16]1[C@@H:17]2[CH2:22][N:21]([CH2:20][CH2:19][CH2:18]2)[C:14]2[CH:13]=[CH:12][C:11]([N:7]3[CH2:8][CH2:9][CH2:10][CH:5]([C:4]([F:3])([F:24])[F:25])[CH2:6]3)=[N:23][C:15]1=2)=[O:43]. The yield is 0.660.